This data is from Reaction yield outcomes from USPTO patents with 853,638 reactions. The task is: Predict the reaction yield, written as a fraction of the theoretical maximum amount of product (1.0 means a 100% yield; for example, 0.34 means a 34% yield). (1) The reactants are Br[Zn][CH2:3][C:4]([O:6][CH2:7][CH3:8])=[O:5].[CH3:9][C:10]1[C:11](=[O:18])[CH:12]=[C:13]([CH3:17])[C:14](=[O:16])[CH:15]=1.Cl.C(OCC)(=O)C. The catalyst is C1COCC1. The product is [OH:18][C:11]1([CH2:3][C:4]([O:6][CH2:7][CH3:8])=[O:5])[CH:12]=[C:13]([CH3:17])[C:14](=[O:16])[CH:15]=[C:10]1[CH3:9]. The yield is 0.870. (2) The reactants are [NH2:1][C@H:2]([CH3:28])[CH2:3][N:4]1[C:8]2=[N:9][CH:10]=[N:11][C:12]([NH2:13])=[C:7]2[C:6]([C:14]2[CH:19]=[CH:18][C:17]([O:20][C:21]3[CH:26]=[CH:25][CH:24]=[CH:23][CH:22]=3)=[CH:16][C:15]=2[F:27])=[N:5]1.[C:29]([CH2:31][C:32](O)=[O:33])#[N:30].CN(C(ON1N=NC2C=CC=NC1=2)=[N+](C)C)C.F[P-](F)(F)(F)(F)F. The catalyst is CN(C=O)C. The product is [NH2:13][C:12]1[N:11]=[CH:10][N:9]=[C:8]2[N:4]([CH2:3][C@H:2]([NH:1][C:32](=[O:33])[CH2:31][C:29]#[N:30])[CH3:28])[N:5]=[C:6]([C:14]3[CH:19]=[CH:18][C:17]([O:20][C:21]4[CH:22]=[CH:23][CH:24]=[CH:25][CH:26]=4)=[CH:16][C:15]=3[F:27])[C:7]=12. The yield is 0.980. (3) The catalyst is C1COCC1.CC(C)[O-].[Ti+4].CC(C)[O-].CC(C)[O-].CC(C)[O-]. The yield is 0.0700. The reactants are [NH2:1][C:2]1[N:7]=[C:6]([CH3:8])[N:5]=[C:4]([C:9]2[C:10]([NH:19][C:20]3[CH:21]=[N:22][C:23]([O:27][CH3:28])=[C:24]([F:26])[CH:25]=3)=[N:11][CH:12]=[C:13]([CH:18]=2)[C:14](OC)=[O:15])[N:3]=1.[CH2:29]([Mg]Br)[CH3:30].C([O-])(O)=O.[Na+].CC(O)C.C(Cl)Cl. The product is [NH2:1][C:2]1[N:7]=[C:6]([CH3:8])[N:5]=[C:4]([C:9]2[CH:18]=[C:13]([C:14]3([OH:15])[CH2:30][CH2:29]3)[CH:12]=[N:11][C:10]=2[NH:19][C:20]2[CH:21]=[N:22][C:23]([O:27][CH3:28])=[C:24]([F:26])[CH:25]=2)[N:3]=1.